From a dataset of Full USPTO retrosynthesis dataset with 1.9M reactions from patents (1976-2016). Predict the reactants needed to synthesize the given product. (1) The reactants are: [CH3:1][C:2]1[CH:7]=[C:6]([N:8]2[CH2:13][CH2:12][N:11]([NH2:14])[CH2:10][CH2:9]2)[CH:5]=[CH:4][N:3]=1.[C:15](OC(=O)C)(=[O:17])C.C(=O)([O-])[O-].[K+].[K+]. Given the product [CH3:1][C:2]1[CH:7]=[C:6]([N:8]2[CH2:9][CH2:10][N:11]([NH:14][CH:15]=[O:17])[CH2:12][CH2:13]2)[CH:5]=[CH:4][N:3]=1, predict the reactants needed to synthesize it. (2) Given the product [CH2:1]([O:8][C:9]([NH:11][C:12]([N:14]1[CH2:18][CH2:17][CH:16]([CH2:19][O:20][S:29]([CH3:28])(=[O:31])=[O:30])[CH2:15]1)=[NH:13])=[O:10])[C:2]1[CH:3]=[CH:4][CH:5]=[CH:6][CH:7]=1, predict the reactants needed to synthesize it. The reactants are: [CH2:1]([O:8][C:9]([NH:11][C:12]([N:14]1[CH2:18][CH2:17][CH:16]([CH2:19][OH:20])[CH2:15]1)=[NH:13])=[O:10])[C:2]1[CH:7]=[CH:6][CH:5]=[CH:4][CH:3]=1.C(N(CC)CC)C.[CH3:28][S:29](Cl)(=[O:31])=[O:30]. (3) Given the product [Br:29][C:26]1[CH:27]=[CH:28][C:23]([CH2:22][N:13]2[CH2:14][CH2:15][C@H:11]([O:10][Si:3]([C:6]([CH3:9])([CH3:8])[CH3:7])([CH3:5])[CH3:4])[C:12]2=[O:16])=[CH:24][C:25]=1[Cl:30], predict the reactants needed to synthesize it. The reactants are: [H-].[Na+].[Si:3]([O:10][C@H:11]1[CH2:15][CH2:14][NH:13][C:12]1=[O:16])([C:6]([CH3:9])([CH3:8])[CH3:7])([CH3:5])[CH3:4].CS(O[CH2:22][C:23]1[CH:28]=[CH:27][C:26]([Br:29])=[C:25]([Cl:30])[CH:24]=1)(=O)=O. (4) Given the product [F:13][C:10]1[CH:11]=[CH:12][C:7]2[N:6]([CH3:14])[C:5](=[O:15])[CH2:4][N:3]=[C:2]([C:22]3[CH:27]=[CH:26][CH:25]=[CH:24][CH:23]=3)[C:8]=2[CH:9]=1, predict the reactants needed to synthesize it. The reactants are: Cl[C:2]1[C:8]2[CH:9]=[C:10]([F:13])[CH:11]=[CH:12][C:7]=2[N:6]([CH3:14])[C:5](=[O:15])[CH2:4][N:3]=1.C([O-])([O-])=O.[Na+].[Na+].[C:22]1(B(O)O)[CH:27]=[CH:26][CH:25]=[CH:24][CH:23]=1. (5) Given the product [CH3:10][O:9][C:5]1[CH:6]=[CH:7][CH:8]=[C:3]([O:2][CH3:1])[C:4]=1[C:11]1([C:14]([OH:16])=[O:15])[CH2:13][CH2:12]1, predict the reactants needed to synthesize it. The reactants are: [CH3:1][O:2][C:3]1[CH:8]=[CH:7][CH:6]=[C:5]([O:9][CH3:10])[C:4]=1[C:11]1([C:14]([O:16]CC)=[O:15])[CH2:13][CH2:12]1.[OH-].[Na+].[NH4+].[Cl-].CC(O)=O. (6) Given the product [F:1][C:2]1[CH:3]=[C:4]2[C:8](=[CH:9][CH:10]=1)[N:7]([CH3:16])[CH:6]=[C:5]2[CH:11]=[O:12], predict the reactants needed to synthesize it. The reactants are: [F:1][C:2]1[CH:3]=[C:4]2[C:8](=[CH:9][CH:10]=1)[NH:7][CH:6]=[C:5]2[CH:11]=[O:12].[H-].[Na+].I[CH3:16].